From a dataset of Catalyst prediction with 721,799 reactions and 888 catalyst types from USPTO. Predict which catalyst facilitates the given reaction. (1) Reactant: [B:1]([OH:4])([O-:3])[O-:2].[B:5]([OH:8])([OH:7])[OH:6].[B:9]([OH:12])([OH:11])[OH:10].[B:13]([OH:16])([OH:15])[OH:14].[Na+].[Na+].[Ti:19].OO. Product: [B:1]([O-:4])([O-:3])[O-:2].[Ti+4:19].[B:5]([O-:8])([O-:7])[O-:6].[B:9]([O-:12])([O-:11])[O-:10].[B:13]([O-:16])([O-:15])[O-:14].[Ti+4:19].[Ti+4:19]. The catalyst class is: 6. (2) Reactant: [Cl:1][C:2]1[CH:3]=[C:4]2[NH:10][N:9]=[N:8][C:5]2=[N:6][CH:7]=1.[CH3:11][CH:12]1[CH2:17][CH2:16][N:15]([C:18](Cl)=[O:19])[CH2:14][CH2:13]1.C(N(CC)CC)C. Product: [Cl:1][C:2]1[CH:3]=[C:4]2[N:10]([C:18]([N:15]3[CH2:16][CH2:17][CH:12]([CH3:11])[CH2:13][CH2:14]3)=[O:19])[N:9]=[N:8][C:5]2=[N:6][CH:7]=1. The catalyst class is: 17.